This data is from Reaction yield outcomes from USPTO patents with 853,638 reactions. The task is: Predict the reaction yield, written as a fraction of the theoretical maximum amount of product (1.0 means a 100% yield; for example, 0.34 means a 34% yield). The reactants are [Cl:1][C:2]1[N:3]=[C:4](Cl)[C:5]2[CH2:11][O:10][CH2:9][CH:8]([C:12]3[CH:17]=[CH:16][C:15]([Cl:18])=[CH:14][CH:13]=3)[C:6]=2[N:7]=1.Cl.[CH3:21][NH2:22]. No catalyst specified. The product is [Cl:1][C:2]1[N:3]=[C:4]([NH:22][CH3:21])[C:5]2[CH2:11][O:10][CH2:9][CH:8]([C:12]3[CH:17]=[CH:16][C:15]([Cl:18])=[CH:14][CH:13]=3)[C:6]=2[N:7]=1. The yield is 0.305.